This data is from Reaction yield outcomes from USPTO patents with 853,638 reactions. The task is: Predict the reaction yield, written as a fraction of the theoretical maximum amount of product (1.0 means a 100% yield; for example, 0.34 means a 34% yield). (1) The reactants are P([O-])([O-])([O-])=O.[C:6](=[O:19])([O:16][CH2:17][CH3:18])[O:7][CH:8]([N:10]1[C:14]([Br:15])=[N:13][N:12]=[N:11]1)[CH3:9].[OH-].[Na+]. The catalyst is C(#N)C. The product is [C:6](=[O:19])([O:16][CH2:17][CH3:18])[O:7][C@H:8]([N:10]1[C:14]([Br:15])=[N:13][N:12]=[N:11]1)[CH3:9]. The yield is 0.423. (2) The reactants are [F:1][C:2]1([F:24])[CH2:5][CH:4]([CH2:6][O:7][C:8]2[CH:16]=[C:15]3[C:11]([CH2:12][C:13]4([CH2:22][CH2:21][CH:20]([OH:23])[CH2:19][CH2:18]4)[C:14]3=[O:17])=[CH:10][CH:9]=2)[CH2:3]1.[CH3:25]C(C)([O-])C.[K+].CI.CCOC(C)=O. The catalyst is C1COCC1.CCCCCCC. The product is [F:1][C:2]1([F:24])[CH2:5][CH:4]([CH2:6][O:7][C:8]2[CH:16]=[C:15]3[C:11]([CH2:12][C:13]4([CH2:22][CH2:21][CH:20]([O:23][CH3:25])[CH2:19][CH2:18]4)[C:14]3=[O:17])=[CH:10][CH:9]=2)[CH2:3]1. The yield is 0.590. (3) The reactants are [NH2:1][C:2]1[CH:7]=[CH:6][CH:5]=[C:4]([S:8]([NH2:11])(=[O:10])=[O:9])[CH:3]=1.[CH2:12]([O:19][CH2:20][C:21](Cl)=[O:22])[C:13]1[CH:18]=[CH:17][CH:16]=[CH:15][CH:14]=1.C([O-])(O)=O.[Na+]. The catalyst is CC(C)=O.O. The product is [NH2:11][S:8]([C:4]1[CH:3]=[C:2]([NH:1][C:21](=[O:22])[CH2:20][O:19][CH2:12][C:13]2[CH:18]=[CH:17][CH:16]=[CH:15][CH:14]=2)[CH:7]=[CH:6][CH:5]=1)(=[O:9])=[O:10]. The yield is 0.970. (4) The reactants are Cl.[CH3:2][O:3][C:4](=[O:38])[C:5]1[CH:10]=[CH:9][C:8]([O:11][C:12]2[CH:17]=[CH:16][C:15]([CH2:18][C@H:19]([NH2:37])[C:20]3[N:21]([CH2:33][CH2:34][CH2:35][CH3:36])[CH:22]=[C:23]([C:25]4[CH:30]=[CH:29][C:28]([Cl:31])=[CH:27][C:26]=4[Cl:32])[N:24]=3)=[CH:14][CH:13]=2)=[CH:7][CH:6]=1.[C:39]1(=[O:46])[O:45][C:43](=[O:44])[CH2:42][CH2:41][CH2:40]1.CCN(C(C)C)C(C)C.C(O)(=O)CC(CC(O)=O)(C(O)=O)O. The catalyst is CN(C=O)C. The product is [CH3:2][O:3][C:4](=[O:38])[C:5]1[CH:6]=[CH:7][C:8]([O:11][C:12]2[CH:13]=[CH:14][C:15]([CH2:18][C@@H:19]([C:20]3[N:21]([CH2:33][CH2:34][CH2:35][CH3:36])[CH:22]=[C:23]([C:25]4[CH:30]=[CH:29][C:28]([Cl:31])=[CH:27][C:26]=4[Cl:32])[N:24]=3)[NH:37][C:39](=[O:46])[CH2:40][CH2:41][CH2:42][C:43]([OH:45])=[O:44])=[CH:16][CH:17]=2)=[CH:9][CH:10]=1. The yield is 0.680. (5) The reactants are [Cl:1][C:2]1[CH:3]=[C:4]2[C:10]([C:11]3[N:16]=[C:15]([NH:17][C@H:18]4[CH2:22][CH2:21][N:20]([S:23]([CH3:26])(=[O:25])=[O:24])[CH2:19]4)[C:14]([F:27])=[CH:13][N:12]=3)=[CH:9][NH:8][C:5]2=[N:6][CH:7]=1.[CH:28]1(S(Cl)(=O)=O)C[CH2:29]1. No catalyst specified. The product is [Cl:1][C:2]1[CH:3]=[C:4]2[C:10]([C:11]3[N:16]=[C:15]([NH:17][C@H:18]4[CH2:22][CH2:21][N:20]([S:23]([CH:26]5[CH2:29][CH2:28]5)(=[O:24])=[O:25])[CH2:19]4)[C:14]([F:27])=[CH:13][N:12]=3)=[CH:9][NH:8][C:5]2=[N:6][CH:7]=1. The yield is 0.370.